From a dataset of Peptide-MHC class I binding affinity with 185,985 pairs from IEDB/IMGT. Regression. Given a peptide amino acid sequence and an MHC pseudo amino acid sequence, predict their binding affinity value. This is MHC class I binding data. The peptide sequence is YENAFLPFTL. The MHC is Patr-B2401 with pseudo-sequence Patr-B2401. The binding affinity (normalized) is 0.476.